From a dataset of CYP2C9 inhibition data for predicting drug metabolism from PubChem BioAssay. Regression/Classification. Given a drug SMILES string, predict its absorption, distribution, metabolism, or excretion properties. Task type varies by dataset: regression for continuous measurements (e.g., permeability, clearance, half-life) or binary classification for categorical outcomes (e.g., BBB penetration, CYP inhibition). Dataset: cyp2c9_veith. (1) The drug is CCn1nc(C(=O)Nc2ccccc2C)c(Cl)c1Cl. The result is 0 (non-inhibitor). (2) The compound is C=CCn1c(CSCc2ccccc2)nnc1SCC(=O)NCc1ccccc1. The result is 1 (inhibitor).